Dataset: Reaction yield outcomes from USPTO patents with 853,638 reactions. Task: Predict the reaction yield, written as a fraction of the theoretical maximum amount of product (1.0 means a 100% yield; for example, 0.34 means a 34% yield). The reactants are [C:1]([O:5][CH2:6][CH3:7])(=[O:4])[CH2:2][OH:3].[H-].[Na+].C([O:12][C:13](=O)[C:14]1[C:19](Br)=[C:18]([Br:21])[CH:17]=[N:16][CH:15]=1)C. The catalyst is CN(C=O)C. The product is [CH2:6]([O:5][C:1]([C:2]1[O:3][C:19]2[C:18]([Br:21])=[CH:17][N:16]=[CH:15][C:14]=2[C:13]=1[OH:12])=[O:4])[CH3:7]. The yield is 0.630.